This data is from Reaction yield outcomes from USPTO patents with 853,638 reactions. The task is: Predict the reaction yield, written as a fraction of the theoretical maximum amount of product (1.0 means a 100% yield; for example, 0.34 means a 34% yield). The reactants are FC(F)(F)C1ON=C(C2SC(C(O)=O)=CC=2)C=1C.ClC1C=CN=CC=1NC(C1SC(C2C(C)=C(C(F)(F)F)ON=2)=CC=1)=O.[CH3:44][NH:45][C:46]([C@@H:48]1[CH2:53][CH2:52][CH2:51][N:50]([C:54]([C:56]2[S:57][C:58]([C:61]3[C:65]([CH3:66])=[C:64]([C:67]([F:70])([F:69])[F:68])[O:63][N:62]=3)=[CH:59][CH:60]=2)=[O:55])[CH2:49]1)=[O:47]. No catalyst specified. The product is [CH3:44][NH:45][C:46]([C@H:48]1[CH2:53][CH2:52][CH2:51][N:50]([C:54]([C:56]2[S:57][C:58]([C:61]3[C:65]([CH3:66])=[C:64]([C:67]([F:69])([F:70])[F:68])[O:63][N:62]=3)=[CH:59][CH:60]=2)=[O:55])[CH2:49]1)=[O:47]. The yield is 0.810.